This data is from Forward reaction prediction with 1.9M reactions from USPTO patents (1976-2016). The task is: Predict the product of the given reaction. (1) Given the reactants CN(C(ON1N=NC2C=CC=NC1=2)=[N+](C)C)C.F[P-](F)(F)(F)(F)F.[F:25][C:26]1[CH:31]=[CH:30][CH:29]=[CH:28][C:27]=1[N:32]1[C:40]2[C:35](=[C:36]([N:41]3[CH2:45][CH2:44][N:43]([CH2:46][C:47]([OH:49])=O)[C:42]3=[O:50])[CH:37]=[CH:38][CH:39]=2)[CH:34]=[N:33]1.Cl.[OH:52][C@@H:53]1[CH2:58][CH2:57][CH2:56][NH:55][CH2:54]1, predict the reaction product. The product is: [F:25][C:26]1[CH:31]=[CH:30][CH:29]=[CH:28][C:27]=1[N:32]1[C:40]2[C:35](=[C:36]([N:41]3[CH2:45][CH2:44][N:43]([CH2:46][C:47]([N:55]4[CH2:56][CH2:57][CH2:58][C@@H:53]([OH:52])[CH2:54]4)=[O:49])[C:42]3=[O:50])[CH:37]=[CH:38][CH:39]=2)[CH:34]=[N:33]1. (2) Given the reactants [CH3:1][N:2]1[CH2:7][CH2:6][N:5]([C:8]([C:10]2[NH:11][C:12]3[C:17]([CH:18]=2)=[CH:16][C:15]([N+:19]([O-])=O)=[CH:14][CH:13]=3)=[O:9])[CH2:4][CH2:3]1.C([O-])=O.[NH4+], predict the reaction product. The product is: [NH2:19][C:15]1[CH:16]=[C:17]2[C:12](=[CH:13][CH:14]=1)[NH:11][C:10]([C:8]([N:5]1[CH2:6][CH2:7][N:2]([CH3:1])[CH2:3][CH2:4]1)=[O:9])=[CH:18]2. (3) The product is: [ClH:40].[CH3:1][O:2][CH2:3][CH2:4][N:5]([CH2:22][C:23]1[CH:24]=[CH:25][C:26]([S:29][C:30]([CH3:39])([CH3:38])[C:31]([OH:33])=[O:32])=[CH:27][CH:28]=1)[C:6]1[CH:11]=[CH:10][N:9]=[C:8]([C:12]2[CH:17]=[CH:16][CH:15]=[C:14]([C:18]([F:20])([F:19])[F:21])[CH:13]=2)[N:7]=1. Given the reactants [CH3:1][O:2][CH2:3][CH2:4][N:5]([CH2:22][C:23]1[CH:28]=[CH:27][C:26]([S:29][C:30]([CH3:39])([CH3:38])[C:31]([O:33]C(C)(C)C)=[O:32])=[CH:25][CH:24]=1)[C:6]1[CH:11]=[CH:10][N:9]=[C:8]([C:12]2[CH:17]=[CH:16][CH:15]=[C:14]([C:18]([F:21])([F:20])[F:19])[CH:13]=2)[N:7]=1.[ClH:40], predict the reaction product. (4) Given the reactants [NH2:1][C:2]12[CH2:10][CH2:9][CH:6]([CH2:7][CH2:8]1)[CH2:5][N:4]1[C:11](=[O:29])[C:12]([OH:28])=[C:13]([C:15]3[NH:16][CH:17]=[C:18]([CH2:20][C:21]4[CH:26]=[CH:25][C:24]([F:27])=[CH:23][CH:22]=4)[N:19]=3)[N:14]=[C:3]21.C(N(CC)CC)C.[CH3:37][C:38]1[O:42][N:41]=[C:40]([C:43](Cl)=[O:44])[CH:39]=1.CNC.CO, predict the reaction product. The product is: [F:27][C:24]1[CH:25]=[CH:26][C:21]([CH2:20][C:18]2[N:19]=[C:15]([C:13]3[N:14]=[C:3]4[C:2]5([NH:1][C:43]([C:40]6[CH:39]=[C:38]([CH3:37])[O:42][N:41]=6)=[O:44])[CH2:8][CH2:7][CH:6]([CH2:9][CH2:10]5)[CH2:5][N:4]4[C:11](=[O:29])[C:12]=3[OH:28])[NH:16][CH:17]=2)=[CH:22][CH:23]=1. (5) Given the reactants [C:1]([O:5][C:6]([NH:8][CH2:9][C:10]([O:12][CH2:13]/[C:14](/[C:25]1[CH:30]=[CH:29][C:28]([S:31]([CH3:34])(=[O:33])=[O:32])=[CH:27][CH:26]=1)=[C:15](/[C:19]1[CH:24]=[CH:23][CH:22]=[CH:21][CH:20]=1)\[C:16]([OH:18])=[O:17])=[O:11])=[O:7])([CH3:4])([CH3:3])[CH3:2].[Br:35][CH2:36][CH2:37][CH2:38][CH2:39][CH2:40][CH2:41]Br.C([O-])([O-])=O.[K+].[K+].[Cl-].[NH4+], predict the reaction product. The product is: [C:1]([O:5][C:6]([NH:8][CH2:9][C:10]([O:12][CH2:13]/[C:14](/[C:25]1[CH:30]=[CH:29][C:28]([S:31]([CH3:34])(=[O:33])=[O:32])=[CH:27][CH:26]=1)=[C:15](/[C:19]1[CH:20]=[CH:21][CH:22]=[CH:23][CH:24]=1)\[C:16]([O:18][CH2:41][CH2:40][CH2:39][CH2:38][CH2:37][CH2:36][Br:35])=[O:17])=[O:11])=[O:7])([CH3:4])([CH3:3])[CH3:2]. (6) Given the reactants [CH3:1][C:2]([CH3:26])([CH3:25])[C:3]([O:5][C:6]1[C:11](=[O:12])[N:10]([CH3:13])[C:9]([C:14]2[CH:19]=[CH:18][C:17]([CH3:20])=[CH:16][CH:15]=2)=[N:8][C:7]=1[C:21]([O:23][CH3:24])=[O:22])=[O:4].[Br:27]N1C(=O)CCC1=O.C(Cl)(Cl)(Cl)Cl.C(OOC(=O)C1C=CC=CC=1)(=O)C1C=CC=CC=1, predict the reaction product. The product is: [Br:27][CH2:20][C:17]1[CH:18]=[CH:19][C:14]([C:9]2[N:10]([CH3:13])[C:11](=[O:12])[C:6]([O:5][C:3](=[O:4])[C:2]([CH3:26])([CH3:25])[CH3:1])=[C:7]([C:21]([O:23][CH3:24])=[O:22])[N:8]=2)=[CH:15][CH:16]=1. (7) Given the reactants C([O:4][C:5]1[CH:12]=[C:11]([OH:13])[CH:10]=[CH:9][C:6]=1[CH:7]=[O:8])C=C.O.C(OCC)(=O)C.CN(C)[C:23]1[CH:28]=CC=C[CH:24]=1, predict the reaction product. The product is: [CH2:28]([C:12]1[C:5]([OH:4])=[C:6]([CH:9]=[CH:10][C:11]=1[OH:13])[CH:7]=[O:8])[CH:23]=[CH2:24]. (8) Given the reactants [CH3:1][C:2]1[N:7]=[C:6]([C:8](=[N:10][OH:11])[NH2:9])[CH:5]=[C:4]([C:12]2[CH:17]=[CH:16][C:15]([CH3:18])=[CH:14][CH:13]=2)[N:3]=1.[C:19](N1C=CN=C1)(N1C=CN=C1)=[O:20].N12CCCN=C1CCCCC2.Cl, predict the reaction product. The product is: [CH3:1][C:2]1[N:7]=[C:6]([C:8]2[NH:10][O:11][C:19](=[O:20])[N:9]=2)[CH:5]=[C:4]([C:12]2[CH:17]=[CH:16][C:15]([CH3:18])=[CH:14][CH:13]=2)[N:3]=1.